Task: Predict the reaction yield, written as a fraction of the theoretical maximum amount of product (1.0 means a 100% yield; for example, 0.34 means a 34% yield).. Dataset: Reaction yield outcomes from USPTO patents with 853,638 reactions The reactants are [Cl:1][C:2]1[CH:7]=[CH:6][CH:5]=[CH:4][C:3]=1[C:8]1[C:9]([C:34]([O:36]C)=[O:35])=[CH:10][C:11]([C:14]2[CH:15]=[CH:16][C:17]3[O:21][C:20]([C:22]4[CH:27]=[CH:26][C:25]([F:28])=[CH:24][CH:23]=4)=[C:19]([C:29](=[O:32])[NH:30][CH3:31])[C:18]=3[CH:33]=2)=[CH:12][CH:13]=1.[CH3:38]O.[OH-].[Na+].Cl. The catalyst is C(OCC)(=O)C.C1COCC1. The product is [Cl:1][C:2]1[CH:7]=[CH:6][CH:5]=[CH:4][C:3]=1[C:8]1[C:9]([C:34]([OH:36])=[O:35])=[CH:10][C:11]([C:14]2[CH:15]=[CH:16][C:17]3[O:21][C:20]([C:22]4[CH:23]=[CH:24][C:25]([F:28])=[CH:26][CH:27]=4)=[C:19]([C:29](=[O:32])[NH:30][CH3:31])[C:18]=3[CH:33]=2)=[C:12]([CH3:38])[CH:13]=1. The yield is 0.960.